Regression. Given two drug SMILES strings and cell line genomic features, predict the synergy score measuring deviation from expected non-interaction effect. From a dataset of NCI-60 drug combinations with 297,098 pairs across 59 cell lines. (1) Drug 1: CS(=O)(=O)C1=CC(=C(C=C1)C(=O)NC2=CC(=C(C=C2)Cl)C3=CC=CC=N3)Cl. Drug 2: C1=C(C(=O)NC(=O)N1)F. Cell line: SK-MEL-2. Synergy scores: CSS=27.7, Synergy_ZIP=1.05, Synergy_Bliss=-1.72, Synergy_Loewe=-15.1, Synergy_HSA=-5.32. (2) Synergy scores: CSS=2.46, Synergy_ZIP=-0.538, Synergy_Bliss=1.02, Synergy_Loewe=0.0366, Synergy_HSA=0.323. Cell line: UACC62. Drug 2: CN(C)C1=NC(=NC(=N1)N(C)C)N(C)C. Drug 1: C1CC(=O)NC(=O)C1N2CC3=C(C2=O)C=CC=C3N. (3) Drug 1: CC1C(C(=O)NC(C(=O)N2CCCC2C(=O)N(CC(=O)N(C(C(=O)O1)C(C)C)C)C)C(C)C)NC(=O)C3=C4C(=C(C=C3)C)OC5=C(C(=O)C(=C(C5=N4)C(=O)NC6C(OC(=O)C(N(C(=O)CN(C(=O)C7CCCN7C(=O)C(NC6=O)C(C)C)C)C)C(C)C)C)N)C. Drug 2: CC1CCC2CC(C(=CC=CC=CC(CC(C(=O)C(C(C(=CC(C(=O)CC(OC(=O)C3CCCCN3C(=O)C(=O)C1(O2)O)C(C)CC4CCC(C(C4)OC)OCCO)C)C)O)OC)C)C)C)OC. Cell line: OVCAR-8. Synergy scores: CSS=14.7, Synergy_ZIP=-1.78, Synergy_Bliss=4.40, Synergy_Loewe=2.69, Synergy_HSA=2.56. (4) Drug 1: CC1=C(C=C(C=C1)NC(=O)C2=CC=C(C=C2)CN3CCN(CC3)C)NC4=NC=CC(=N4)C5=CN=CC=C5. Drug 2: CC12CCC3C(C1CCC2OP(=O)(O)O)CCC4=C3C=CC(=C4)OC(=O)N(CCCl)CCCl.[Na+]. Cell line: MALME-3M. Synergy scores: CSS=-0.472, Synergy_ZIP=-1.12, Synergy_Bliss=-1.22, Synergy_Loewe=-4.91, Synergy_HSA=-3.71. (5) Drug 1: CC1=C(C=C(C=C1)C(=O)NC2=CC(=CC(=C2)C(F)(F)F)N3C=C(N=C3)C)NC4=NC=CC(=N4)C5=CN=CC=C5. Drug 2: C1=NC2=C(N=C(N=C2N1C3C(C(C(O3)CO)O)F)Cl)N. Cell line: UO-31. Synergy scores: CSS=0.263, Synergy_ZIP=6.05, Synergy_Bliss=-0.184, Synergy_Loewe=-7.24, Synergy_HSA=-4.43.